This data is from Forward reaction prediction with 1.9M reactions from USPTO patents (1976-2016). The task is: Predict the product of the given reaction. (1) The product is: [O:4]1[CH2:2][CH:3]1[C:5]1[O:6][C:7]([C:10]2[CH:15]=[CH:14][CH:13]=[CH:12][N:11]=2)=[CH:8][N:9]=1. Given the reactants Cl[CH2:2][CH:3]([C:5]1[O:6][C:7]([C:10]2[CH:15]=[CH:14][CH:13]=[CH:12][N:11]=2)=[CH:8][N:9]=1)[OH:4].[OH-].[Na+], predict the reaction product. (2) Given the reactants [CH2:1]([O:8][C:9]1[C:17]([CH2:18][CH:19]([OH:22])[CH2:20][OH:21])=[C:16]([Cl:23])[CH:15]=[C:14]2[C:10]=1[CH2:11][CH2:12][CH2:13]2)[C:2]1[CH:7]=[CH:6][CH:5]=[CH:4][CH:3]=1.[C:24]1([CH3:34])[CH:29]=[CH:28][C:27]([S:30](Cl)(=[O:32])=[O:31])=[CH:26][CH:25]=1.CC1C=CC(S(OCC2OC3C4CCCC=4C(C)=CC=3C2)(=O)=O)=CC=1, predict the reaction product. The product is: [CH3:34][C:24]1[CH:29]=[CH:28][C:27]([S:30]([O:21][CH2:20][CH:19]([OH:22])[CH2:18][C:17]2[C:9]([O:8][CH2:1][C:2]3[CH:3]=[CH:4][CH:5]=[CH:6][CH:7]=3)=[C:10]3[C:14](=[CH:15][C:16]=2[Cl:23])[CH2:13][CH2:12][CH2:11]3)(=[O:32])=[O:31])=[CH:26][CH:25]=1. (3) Given the reactants [H-].[Na+].[C:3]([C:5]1([OH:11])[CH2:10][CH2:9][CH2:8][CH2:7][CH2:6]1)#[CH:4].[CH3:12]I, predict the reaction product. The product is: [C:3]([C:5]1([O:11][CH3:12])[CH2:10][CH2:9][CH2:8][CH2:7][CH2:6]1)#[CH:4]. (4) Given the reactants [O:1]1CCO[CH:2]1[CH2:6][N:7]1[CH:11]=[C:10]([C:12]2[S:20][C:19]3[C:14](=[N:15][CH:16]=[CH:17][C:18]=3[O:21][C:22]3[CH:27]=[CH:26][C:25]([N+:28]([O-:30])=[O:29])=[CH:24][C:23]=3[F:31])[CH:13]=2)[CH:9]=[N:8]1.Cl, predict the reaction product. The product is: [F:31][C:23]1[CH:24]=[C:25]([N+:28]([O-:30])=[O:29])[CH:26]=[CH:27][C:22]=1[O:21][C:18]1[CH:17]=[CH:16][N:15]=[C:14]2[CH:13]=[C:12]([C:10]3[CH:9]=[N:8][N:7]([CH2:6][CH:2]=[O:1])[CH:11]=3)[S:20][C:19]=12. (5) The product is: [ClH:24].[ClH:24].[N:4]1([CH2:8][C:9]2[N:14]=[C:13]([C:15]([F:18])([F:17])[F:16])[N:12]=[C:11]([C:19]([OH:21])=[O:20])[CH:10]=2)[CH2:7][CH2:6][CH2:5]1. Given the reactants O.[OH-].[Li+].[N:4]1([CH2:8][C:9]2[N:14]=[C:13]([C:15]([F:18])([F:17])[F:16])[N:12]=[C:11]([C:19]([O:21]CC)=[O:20])[CH:10]=2)[CH2:7][CH2:6][CH2:5]1.[ClH:24].C(#N)C, predict the reaction product. (6) Given the reactants [C:1](#[N:3])C.[Cl:4][C:5]1[CH:6]=[CH:7][C:8]2[N:14]3[CH:15]=[CH:16][CH:17]=[C:13]3[C@@H:12]([CH2:18][CH2:19][C:20]([N:22]3[CH2:27][CH2:26][CH:25]([CH2:28][C:29]([O:31][CH2:32][CH3:33])=[O:30])[CH2:24][CH2:23]3)=[O:21])[O:11][C@H:10]([C:34]3[CH:39]=[CH:38][CH:37]=[C:36]([O:40][CH3:41])[C:35]=3[O:42][CH3:43])[C:9]=2[CH:44]=1.CN(C)C=O.ClS(N=C=O)(=O)=O, predict the reaction product. The product is: [Cl:4][C:5]1[CH:6]=[CH:7][C:8]2[N:14]3[C:15]([C:1]#[N:3])=[CH:16][CH:17]=[C:13]3[C@@H:12]([CH2:18][CH2:19][C:20]([N:22]3[CH2:23][CH2:24][CH:25]([CH2:28][C:29]([O:31][CH2:32][CH3:33])=[O:30])[CH2:26][CH2:27]3)=[O:21])[O:11][C@H:10]([C:34]3[CH:39]=[CH:38][CH:37]=[C:36]([O:40][CH3:41])[C:35]=3[O:42][CH3:43])[C:9]=2[CH:44]=1. (7) Given the reactants [Cl:1][C:2]1[CH:10]=[CH:9][CH:8]=[C:7]([Cl:11])[C:3]=1[C:4](Cl)=[O:5].Cl.[CH3:13][O:14][C:15](=[O:26])[C@@H:16]([CH2:18][C:19]1[CH:24]=[CH:23][C:22]([OH:25])=[CH:21][CH:20]=1)[NH2:17].CCN(C(C)C)C(C)C, predict the reaction product. The product is: [CH3:13][O:14][C:15](=[O:26])[C@@H:16]([CH2:18][C:19]1[CH:20]=[CH:21][C:22]([OH:25])=[CH:23][CH:24]=1)[NH:17][C:4](=[O:5])[C:3]1[C:2]([Cl:1])=[CH:10][CH:9]=[CH:8][C:7]=1[Cl:11].